This data is from Forward reaction prediction with 1.9M reactions from USPTO patents (1976-2016). The task is: Predict the product of the given reaction. (1) Given the reactants [CH3:1][C:2]1([CH3:37])[N:6]([S:7]([C:10]2[CH:15]=[CH:14][CH:13]=[CH:12][CH:11]=2)(=[O:9])=[O:8])[CH2:5][CH:4]([CH2:16][N:17]2[C:25]3[C:20](=[CH:21][C:22]([C:26]4[CH:27]=[N:28][N:29](C5CCCCO5)[CH:30]=4)=[CH:23][CH:24]=3)[CH:19]=[CH:18]2)[CH2:3]1.C1(C)C=CC(S(O)(=O)=O)=CC=1.C(=O)(O)[O-].[Na+], predict the reaction product. The product is: [CH3:1][C:2]1([CH3:37])[N:6]([S:7]([C:10]2[CH:15]=[CH:14][CH:13]=[CH:12][CH:11]=2)(=[O:9])=[O:8])[CH2:5][CH:4]([CH2:16][N:17]2[C:25]3[C:20](=[CH:21][C:22]([C:26]4[CH:30]=[N:29][NH:28][CH:27]=4)=[CH:23][CH:24]=3)[CH:19]=[CH:18]2)[CH2:3]1. (2) Given the reactants [C:1]12([CH2:11][NH:12][CH2:13][C@H:14]([C:16]3[CH:21]=[CH:20][CH:19]=[CH:18][CH:17]=3)[OH:15])[CH2:10][CH:5]3[CH2:6][CH:7]([CH2:9][CH:3]([CH2:4]3)[CH2:2]1)[CH2:8]2.CCN(CC)CC.Cl[C:30](Cl)([O:32]C(=O)OC(Cl)(Cl)Cl)Cl, predict the reaction product. The product is: [C:1]12([CH2:11][N:12]3[CH2:13][C@H:14]([C:16]4[CH:17]=[CH:18][CH:19]=[CH:20][CH:21]=4)[O:15][C:30]3=[O:32])[CH2:8][CH:7]3[CH2:6][CH:5]([CH2:4][CH:3]([CH2:9]3)[CH2:2]1)[CH2:10]2. (3) Given the reactants [CH3:1][C:2]1[O:6][C:5]([C:7]2[CH:12]=[CH:11][C:10]([OH:13])=[CH:9][CH:8]=2)=[N:4][C:3]=1[CH2:14][N:15]1[C:23]2[C:18](=[CH:19][C:20]([C:24]([OH:33])([C:29]([F:32])([F:31])[F:30])[C:25]([F:28])([F:27])[F:26])=[CH:21][CH:22]=2)[CH2:17][CH:16]1[CH3:34].C1CCN2C(=NCCC2)CC1.[CH3:46][O:47][C:48](=[O:51])[CH2:49]Br.[NH4+].[Cl-], predict the reaction product. The product is: [CH3:46][O:47][C:48](=[O:51])[CH2:49][O:13][C:10]1[CH:9]=[CH:8][C:7]([C:5]2[O:6][C:2]([CH3:1])=[C:3]([CH2:14][N:15]3[C:23]4[C:18](=[CH:19][C:20]([C:24]([OH:33])([C:25]([F:26])([F:27])[F:28])[C:29]([F:32])([F:31])[F:30])=[CH:21][CH:22]=4)[CH2:17][CH:16]3[CH3:34])[N:4]=2)=[CH:12][CH:11]=1. (4) Given the reactants [CH2:1]([O:4][C:5]1[CH:13]=[CH:12][C:8]([CH:9]=[N:10][OH:11])=[C:7]([C:14]([F:17])([F:16])[F:15])[CH:6]=1)[CH2:2][CH3:3].[CH2:18]1[C:23](=O)N(Cl)[C:20](=[O:21])[CH2:19]1.C(O)CC#C, predict the reaction product. The product is: [CH2:1]([O:4][C:5]1[CH:13]=[CH:12][C:8]([C:9]2[CH:23]=[C:18]([CH2:19][CH2:20][OH:21])[O:11][N:10]=2)=[C:7]([C:14]([F:15])([F:16])[F:17])[CH:6]=1)[CH2:2][CH3:3]. (5) Given the reactants [Cl:1][C:2]1[CH:3]=[C:4]([CH:10]=[CH:11][C:12]=1[CH2:13][CH:14]1[CH2:18][CH2:17][N:16]([CH:19]2[CH:26]3[CH2:27][CH:22]4[CH2:23][C:24]([OH:29])([CH2:28][CH:20]2[CH2:21]4)[CH2:25]3)[C:15]1=[O:30])[O:5][CH2:6][C:7]([OH:9])=O.[F:31][C:32]([F:44])([F:43])[C:33]1[CH:38]=[CH:37][C:36]([S:39]([NH2:42])(=[O:41])=[O:40])=[CH:35][CH:34]=1.Cl.CN(C)CCCN=C=NCC.O, predict the reaction product. The product is: [Cl:1][C:2]1[CH:3]=[C:4]([CH:10]=[CH:11][C:12]=1[CH2:13][CH:14]1[CH2:18][CH2:17][N:16]([CH:19]2[CH:26]3[CH2:27][CH:22]4[CH2:23][C:24]([OH:29])([CH2:28][CH:20]2[CH2:21]4)[CH2:25]3)[C:15]1=[O:30])[O:5][CH2:6][C:7]([NH:42][S:39]([C:36]1[CH:35]=[CH:34][C:33]([C:32]([F:31])([F:44])[F:43])=[CH:38][CH:37]=1)(=[O:40])=[O:41])=[O:9].